Dataset: Peptide-MHC class I binding affinity with 185,985 pairs from IEDB/IMGT. Task: Regression. Given a peptide amino acid sequence and an MHC pseudo amino acid sequence, predict their binding affinity value. This is MHC class I binding data. (1) The peptide sequence is WRFDSRLAF. The MHC is HLA-B44:02 with pseudo-sequence HLA-B44:02. The binding affinity (normalized) is 0.150. (2) The peptide sequence is SSTFRDSL. The MHC is Mamu-A01 with pseudo-sequence Mamu-A01. The binding affinity (normalized) is 0. (3) The binding affinity (normalized) is 0. The peptide sequence is AELEAFLMALT. The MHC is HLA-B27:05 with pseudo-sequence HLA-B27:05. (4) The binding affinity (normalized) is 0.148. The peptide sequence is FLKDDTLSK. The MHC is HLA-A11:01 with pseudo-sequence HLA-A11:01. (5) The peptide sequence is LMIFISSFLL. The MHC is HLA-A02:02 with pseudo-sequence HLA-A02:02. The binding affinity (normalized) is 0.901. (6) The peptide sequence is AQRAAGPSV. The MHC is HLA-B58:01 with pseudo-sequence HLA-B58:01. The binding affinity (normalized) is 0.213. (7) The peptide sequence is AYDDAEQMY. The MHC is HLA-A03:01 with pseudo-sequence HLA-A03:01. The binding affinity (normalized) is 0.0847. (8) The MHC is HLA-B51:01 with pseudo-sequence HLA-B51:01. The peptide sequence is IPMVTQLAM. The binding affinity (normalized) is 0.406.